This data is from Reaction yield outcomes from USPTO patents with 853,638 reactions. The task is: Predict the reaction yield, written as a fraction of the theoretical maximum amount of product (1.0 means a 100% yield; for example, 0.34 means a 34% yield). (1) The reactants are [NH2:1][C:2]1[C:10]2[N:9]=[C:8]([CH2:11][OH:12])[N:7]([CH3:13])[C:6]=2[CH:5]=[C:4]([Br:14])[CH:3]=1.[CH2:15]([C:17]1[CH:24]=[CH:23][CH:22]=[C:21]([CH3:25])[C:18]=1[CH2:19]Cl)[CH3:16].C(=O)([O-])[O-].[K+].[K+].[I-].[K+]. The catalyst is C(#N)C.O. The product is [Br:14][C:4]1[CH:3]=[C:2]([NH:1][CH2:19][C:18]2[C:21]([CH3:25])=[CH:22][CH:23]=[CH:24][C:17]=2[CH2:15][CH3:16])[C:10]2[N:9]=[C:8]([CH2:11][OH:12])[N:7]([CH3:13])[C:6]=2[CH:5]=1. The yield is 0.290. (2) The reactants are Cl[C:2]1[C:11]2[O:12][CH:13]=[CH:14][C:10]=2[C:9]2[CH:8]=[C:7]([Cl:15])[CH:6]=[CH:5][C:4]=2[N:3]=1.[CH3:16][N:17]1[CH2:22][CH2:21][NH:20][CH2:19][CH2:18]1. The catalyst is CC(O)C. The product is [Cl:15][C:7]1[CH:6]=[CH:5][C:4]2[N:3]=[C:2]([N:20]3[CH2:21][CH2:22][N:17]([CH3:16])[CH2:18][CH2:19]3)[C:11]3[O:12][CH:13]=[CH:14][C:10]=3[C:9]=2[CH:8]=1. The yield is 0.720. (3) The reactants are CN1[CH2:6][C:5]2[CH:7]=[CH:8][CH:9]=[CH:10][C:4]=2[S:3]1.[NH:11]1[C:19]2[C:14](=[CH:15][CH:16]=[CH:17][CH:18]=2)[CH:13]=[CH:12]1.ClC(Cl)(Cl)C(O)=O.[OH-].[Na+].C(OCC)(=O)C.CO.[CH2:37]([N:39](CC)CC)C. The catalyst is C1COCC1.C(OCC)(=O)C. The product is [NH:11]1[C:19]2[C:14](=[CH:15][CH:16]=[CH:17][CH:18]=2)[C:13]([S:3][C:4]2[CH:10]=[CH:9][CH:8]=[CH:7][C:5]=2[CH2:6][CH2:37][NH2:39])=[CH:12]1. The yield is 0.670.